This data is from Full USPTO retrosynthesis dataset with 1.9M reactions from patents (1976-2016). The task is: Predict the reactants needed to synthesize the given product. (1) Given the product [CH3:19][O:7][C:6](=[O:8])[C:5]1[CH:9]=[CH:10][C:2]([I:1])=[C:3]([N+:11]([O-:13])=[O:12])[CH:4]=1, predict the reactants needed to synthesize it. The reactants are: [I:1][C:2]1[CH:10]=[CH:9][C:5]([C:6]([OH:8])=[O:7])=[CH:4][C:3]=1[N+:11]([O-:13])=[O:12].S(=O)(=O)(O)O.[C:19](=O)(O)[O-].[Na+]. (2) Given the product [ClH:42].[C:29]([N:25]1[C:26]2[C:21](=[CH:20][C:19]([C:16]3[CH:15]=[CH:14][C:13]([CH2:12][NH:10][CH3:9])=[CH:18][CH:17]=3)=[CH:28][CH:27]=2)[C@H:22]([NH:33][C:34]2[CH:39]=[CH:38][C:37]([F:40])=[CH:36][N:35]=2)[CH2:23][C@@H:24]1[CH3:32])(=[O:31])[CH3:30], predict the reactants needed to synthesize it. The reactants are: C1(CO[C:9](=O)[N:10]([CH2:12][C:13]2[CH:18]=[CH:17][C:16]([C:19]3[CH:20]=[C:21]4[C:26](=[CH:27][CH:28]=3)[N:25]([C:29](=[O:31])[CH3:30])[C@@H:24]([CH3:32])[CH2:23][C@H:22]4[NH:33][C:34]3[CH:39]=[CH:38][C:37]([F:40])=[CH:36][N:35]=3)=[CH:15][CH:14]=2)C)C=CC=CC=1.[ClH:42]. (3) The reactants are: [F:1][C:2]1[C:10]([N+:11]([O-:13])=[O:12])=[CH:9][CH:8]=[C:7]([F:14])[C:3]=1[C:4](O)=[O:5].S(Cl)([Cl:17])=O. Given the product [F:1][C:2]1[C:10]([N+:11]([O-:13])=[O:12])=[CH:9][CH:8]=[C:7]([F:14])[C:3]=1[C:4]([Cl:17])=[O:5], predict the reactants needed to synthesize it. (4) Given the product [CH3:9][S:10]([C:13]1[CH:20]=[CH:19][C:16]([CH2:17][CH:26]2[C:27](=[O:28])[O:29][C:22]([CH3:30])([CH3:21])[O:23][C:24]2=[O:25])=[CH:15][CH:14]=1)(=[O:12])=[O:11], predict the reactants needed to synthesize it. The reactants are: N1CCC[C@H]1C(O)=O.[CH3:9][S:10]([C:13]1[CH:20]=[CH:19][C:16]([CH:17]=O)=[CH:15][CH:14]=1)(=[O:12])=[O:11].[CH3:21][C:22]1([CH3:30])[O:29][C:27](=[O:28])[CH2:26][C:24](=[O:25])[O:23]1.CC1NC(C)=C(C(OCC)=O)CC=1C(OCC)=O. (5) Given the product [Cl:1][C:2]1[C:3]([OH:12])=[C:4]([C:30]2([OH:37])[C:31]3[C:36](=[CH:35][CH:34]=[CH:33][CH:32]=3)[N:28]([CH:27]([C:21]3[CH:22]=[CH:23][CH:24]=[CH:25][CH:26]=3)[C:39]3[CH:44]=[CH:43][CH:42]=[CH:41][CH:40]=3)[C:29]2=[O:38])[C:5]2[O:10][CH2:9][CH2:8][O:7][C:6]=2[CH:11]=1, predict the reactants needed to synthesize it. The reactants are: [Cl:1][C:2]1[C:3]([OH:12])=[CH:4][C:5]2[O:10][CH2:9][CH2:8][O:7][C:6]=2[CH:11]=1.BrC1C=C(O)C=CC=1.[C:21]1([CH:27]([C:39]2[CH:44]=[CH:43][CH:42]=[CH:41][CH:40]=2)[N:28]2[C:36]3[C:31](=[CH:32][CH:33]=[CH:34][CH:35]=3)[C:30](=[O:37])[C:29]2=[O:38])[CH:26]=[CH:25][CH:24]=[CH:23][CH:22]=1.FC(F)(F)C1OC(CN2C3C(=CC=CC=3)C(=O)C2=O)=CC=1.